From a dataset of Catalyst prediction with 721,799 reactions and 888 catalyst types from USPTO. Predict which catalyst facilitates the given reaction. (1) Reactant: O.[Na].Cl[CH2:4][CH2:5][CH:6]([C:14]1[NH:18][C:17](/[CH:19]=[CH:20]/[C:21]2[CH:26]=[CH:25][C:24]([N:27]3[CH:31]=[C:30]([CH3:32])[N:29]=[CH:28]3)=[C:23]([O:33][CH3:34])[CH:22]=2)=[N:16][N:15]=1)[C:7]1[CH:12]=[CH:11][C:10]([F:13])=[CH:9][CH:8]=1.C(OCC)(=[O:37])C.O.C(=O)(O)[O-].[Na+]. Product: [F:13][C:10]1[CH:9]=[CH:8][C:7]([C:6]2([OH:37])[C:14]3[N:15]([N:16]=[C:17](/[CH:19]=[CH:20]/[C:21]4[CH:26]=[CH:25][C:24]([N:27]5[CH:31]=[C:30]([CH3:32])[N:29]=[CH:28]5)=[C:23]([O:33][CH3:34])[CH:22]=4)[N:18]=3)[CH2:4][CH2:5]2)=[CH:12][CH:11]=1. The catalyst class is: 3. (2) Reactant: [C:1]([O-:4])(=[O:3])[CH3:2].[Ca+2].[C:1]([O-:4])(=[O:3])[CH3:2].C(#[N:12])C.O.C[N:15](C)[C:16](=[O:23])[C:17]1[CH:22]=[CH:21][CH:20]=C[CH:18]=1.[C:25]([C:27]1[CH:28]=[N:29][CH:30]=CC=1)#N. Product: [C:16]([NH2:15])(=[O:23])[C:17]1[CH:22]=[CH:21][CH:20]=[N:12][CH:18]=1.[C:1]([OH:4])(=[O:3])[C:2]1[CH:25]=[CH:27][CH:28]=[N:29][CH:30]=1. The catalyst class is: 10. (3) Reactant: [F:1][C:2]1[CH:3]=[CH:4][C:5]([CH3:17])=[C:6]([CH:8]=[N:9][C:10]([O:12][Si:13]([CH3:16])([CH3:15])[CH3:14])=[CH2:11])[CH:7]=1.[Cl:18][C:19]1[CH:27]=[C:26]2[C:22](/[C:23](=[CH:37]/[C:38]3[CH:43]=[CH:42][CH:41]=[C:40]([Cl:44])[CH:39]=3)/[C:24](=[O:36])[N:25]2[CH2:28][O:29][CH2:30][CH2:31][Si](C)(C)C)=[CH:21][CH:20]=1.CO. Product: [Cl:18][C:19]1[CH:27]=[C:26]2[NH:25][C:24](=[O:36])[C@:23]3([C@H:37]([C:38]4[CH:43]=[CH:42][CH:41]=[C:40]([Cl:44])[CH:39]=4)[CH2:12][C:10](=[O:11])[NH:9][C@@H:8]3[C:6]3[CH:7]=[C:2]([F:1])[CH:3]=[CH:4][C:5]=3[CH3:17])[C:22]2=[CH:21][CH:20]=1.[CH3:28][O:29][CH:30]([Si:13]([CH3:14])([CH3:15])[CH3:16])[CH3:31]. The catalyst class is: 11. (4) Reactant: [Cl:1][C:2]1[CH:20]=[CH:19][C:5]([CH:6]([N:13]2[CH2:18][CH2:17][NH:16][CH2:15][CH2:14]2)[C:7]2[CH:12]=[CH:11][CH:10]=[CH:9][CH:8]=2)=[CH:4][CH:3]=1.[CH3:21][C:22]1[S:26][C:25]([C:27](O)=[O:28])=[CH:24][CH:23]=1.CCN=C=NCCCN(C)C.Cl.CN1CCOCC1. Product: [Cl:1][C:2]1[CH:3]=[CH:4][C:5]([CH:6]([C:7]2[CH:8]=[CH:9][CH:10]=[CH:11][CH:12]=2)[N:13]2[CH2:14][CH2:15][N:16]([C:27]([C:25]3[S:26][C:22]([CH3:21])=[CH:23][CH:24]=3)=[O:28])[CH2:17][CH2:18]2)=[CH:19][CH:20]=1. The catalyst class is: 2. (5) Reactant: [OH:1][C@@H:2]([C@@H:18]([NH:26][C:27](=[O:45])[C:28]1[CH:33]=[CH:32][CH:31]=[C:30]([C:34](=[O:44])[N:35]([CH3:43])[CH2:36][C:37]2[S:38][CH:39]=[C:40]([CH3:42])[N:41]=2)[CH:29]=1)[CH2:19][C:20]1[CH:25]=[CH:24][CH:23]=[CH:22][CH:21]=1)[CH2:3][NH:4][CH2:5][C:6]1[CH:7]=[C:8]([CH:13]=[C:14]([O:16][CH3:17])[CH:15]=1)[C:9]([O:11]C)=[O:10].[OH-].[Na+]. The catalyst class is: 24. Product: [OH:1][C@@H:2]([C@@H:18]([NH:26][C:27](=[O:45])[C:28]1[CH:33]=[CH:32][CH:31]=[C:30]([C:34](=[O:44])[N:35]([CH3:43])[CH2:36][C:37]2[S:38][CH:39]=[C:40]([CH3:42])[N:41]=2)[CH:29]=1)[CH2:19][C:20]1[CH:21]=[CH:22][CH:23]=[CH:24][CH:25]=1)[CH2:3][NH:4][CH2:5][C:6]1[CH:7]=[C:8]([CH:13]=[C:14]([O:16][CH3:17])[CH:15]=1)[C:9]([OH:11])=[O:10]. (6) Reactant: [Br:1][C:2]1[CH:8]=[CH:7][C:5]([NH2:6])=[CH:4][C:3]=1[O:9][CH3:10].C(=O)([O-])[O-].[K+].[K+].[I-].C([N+]1(C)[CH2:30][CH2:29][C:28](=[O:31])[CH2:27][CH2:26]1)C1C=CC=CC=1. Product: [Br:1][C:2]1[CH:8]=[CH:7][C:5]([N:6]2[CH2:30][CH2:29][C:28](=[O:31])[CH2:27][CH2:26]2)=[CH:4][C:3]=1[O:9][CH3:10]. The catalyst class is: 40. (7) Reactant: [Br:1][C:2]1[CH:3]=[N:4][C:5]2[C:10]([CH:11]=1)=[CH:9][C:8]([O:12][CH:13]([S:23][CH3:24])[C:14]([NH:16][C:17]([C:21]#[N:22])([CH3:20])[CH2:18][OH:19])=[O:15])=[CH:7][CH:6]=2.CC(OI1(OC(C)=O)(OC(C)=O)OC(=O)C2C=CC=CC1=2)=O. Product: [Br:1][C:2]1[CH:3]=[N:4][C:5]2[C:10]([CH:11]=1)=[CH:9][C:8]([O:12][CH:13]([S:23][CH3:24])[C:14]([NH:16][C:17]([C:21]#[N:22])([CH3:20])[CH:18]=[O:19])=[O:15])=[CH:7][CH:6]=2. The catalyst class is: 4.